Dataset: Forward reaction prediction with 1.9M reactions from USPTO patents (1976-2016). Task: Predict the product of the given reaction. (1) Given the reactants [Br:1][C:2]1[CH:14]=[CH:13][C:5]([C:6](/[N:8]=[CH:9]/[N:10](C)C)=O)=[CH:4][CH:3]=1.O.[NH2:16]N.O, predict the reaction product. The product is: [Br:1][C:2]1[CH:14]=[CH:13][C:5]([C:6]2[N:8]=[CH:9][NH:10][N:16]=2)=[CH:4][CH:3]=1. (2) Given the reactants [OH:1][C:2]1[C:7]([CH:8]=[O:9])=[CH:6][C:5]([O:10][CH3:11])=[N:4][CH:3]=1.[Br:12][C:13]1[C:18]([CH2:19]Cl)=[CH:17][CH:16]=[CH:15][N:14]=1.C([O-])([O-])=O.[K+].[K+].O, predict the reaction product. The product is: [Br:12][C:13]1[C:18]([CH2:19][O:1][C:2]2[C:7]([CH:8]=[O:9])=[CH:6][C:5]([O:10][CH3:11])=[N:4][CH:3]=2)=[CH:17][CH:16]=[CH:15][N:14]=1. (3) The product is: [Cl:18][C:5]1[C:6]([O:8][C:9]2[CH:14]=[CH:13][CH:12]=[C:11]([N+:15]([O-:17])=[O:16])[CH:10]=2)=[N:7][C:2]([NH:31][C:29]2[CH:28]=[N:27][N:26]([CH:23]3[CH2:24][CH2:25][N:20]([CH3:19])[CH2:21][CH2:22]3)[CH:30]=2)=[N:3][CH:4]=1. Given the reactants Cl[C:2]1[N:7]=[C:6]([O:8][C:9]2[CH:14]=[CH:13][CH:12]=[C:11]([N+:15]([O-:17])=[O:16])[CH:10]=2)[C:5]([Cl:18])=[CH:4][N:3]=1.[CH3:19][N:20]1[CH2:25][CH2:24][CH:23]([N:26]2[CH:30]=[C:29]([NH2:31])[CH:28]=[N:27]2)[CH2:22][CH2:21]1.FC(F)(F)C(O)=O.C([O-])(O)=O.[Na+], predict the reaction product. (4) Given the reactants [S:1]1[C:5]2[CH:6]=[CH:7][CH:8]=[CH:9][C:4]=2[N:3]=[C:2]1[C:10]1[C:11]([NH:22][C@H:23]2[C@@H:27]3[O:28][C:29]([CH3:32])([CH3:31])[O:30][C@@H:26]3[C@@H:25]([CH2:33][OH:34])[CH2:24]2)=[N:12][C:13](S(C)(=O)=O)=[N:14][C:15]=1[O:16]C.[CH:35]1([NH2:39])[CH2:38][CH2:37][CH2:36]1, predict the reaction product. The product is: [S:1]1[C:5]2[CH:6]=[CH:7][CH:8]=[CH:9][C:4]=2[N:3]=[C:2]1[C:10]1[C:15](=[O:16])[NH:14][C:13]([NH:39][CH:35]2[CH2:38][CH2:37][CH2:36]2)=[N:12][C:11]=1[NH:22][C@H:23]1[C@H:27]2[C@H:26]([O:30][C:29]([CH3:31])([CH3:32])[O:28]2)[C@@H:25]([CH2:33][OH:34])[CH2:24]1. (5) The product is: [NH2:34][C:33]1[S:35][C:1]([CH2:3][CH2:4][CH2:5][CH2:6][N:7]2[CH:12]=[CH:11][C:10]([NH:13][C:14](=[O:22])[CH2:15][C:16]3[CH:21]=[CH:20][CH:19]=[CH:18][CH:17]=3)=[CH:9][C:8]2=[O:23])=[N:2][N:31]=1. Given the reactants [C:1]([CH2:3][CH2:4][CH2:5][CH2:6][N:7]1[CH:12]=[CH:11][C:10]([NH:13][C:14](=[O:22])[CH2:15][C:16]2[CH:21]=[CH:20][CH:19]=[CH:18][CH:17]=2)=[CH:9][C:8]1=[O:23])#[N:2].FC(F)(F)C(O)=O.[NH:31]([C:33](=[S:35])[NH2:34])N, predict the reaction product. (6) Given the reactants [H-].[Na+].[Br-].[C:4]([O:8]C(C[P+](C1C=CC=CC=1)(C1C=CC=CC=1)C1C=CC=CC=1)=O)(C)(C)C.C([C:33]1[NH:37][C:36]([C:38]([O:40][CH3:41])=[O:39])=[CH:35][CH:34]=1)=O, predict the reaction product. The product is: [CH:4]([C:34]1[CH:35]=[C:36]([C:38]([O:40][CH3:41])=[O:39])[NH:37][CH:33]=1)=[O:8]. (7) Given the reactants Br[C:2]1[CH:7]=[CH:6][C:5]([F:8])=[CH:4][C:3]=1[F:9].C([Li])CCCCC.[CH2:17]([N:24]1[CH2:28][CH2:27][C:26](=[O:29])[CH2:25]1)[C:18]1[CH:23]=[CH:22][CH:21]=[CH:20][CH:19]=1, predict the reaction product. The product is: [CH2:17]([N:24]1[CH2:28][CH2:27][C:26]([C:2]2[CH:7]=[CH:6][C:5]([F:8])=[CH:4][C:3]=2[F:9])([OH:29])[CH2:25]1)[C:18]1[CH:19]=[CH:20][CH:21]=[CH:22][CH:23]=1.